This data is from Full USPTO retrosynthesis dataset with 1.9M reactions from patents (1976-2016). The task is: Predict the reactants needed to synthesize the given product. (1) Given the product [Br:21][C:9]1[C:10]([CH3:20])=[N:11][N:12]([CH2:13][C:14]2[CH:15]=[N:16][CH:17]=[CH:18][CH:19]=2)[C:8]=1[C:5]1[CH:4]=[CH:3][C:2]([F:1])=[CH:7][CH:6]=1, predict the reactants needed to synthesize it. The reactants are: [F:1][C:2]1[CH:7]=[CH:6][C:5]([C:8]2[N:12]([CH2:13][C:14]3[CH:15]=[N:16][CH:17]=[CH:18][CH:19]=3)[N:11]=[C:10]([CH3:20])[CH:9]=2)=[CH:4][CH:3]=1.[Br:21]N1C(=O)CCC1=O. (2) Given the product [CH3:22][O:23][C:24]1[N:29]=[CH:28][C:27]([C:7]2[C:11]([CH3:12])=[C:10]([NH2:13])[N:9]([C:14]3[CH:19]=[CH:18][CH:17]=[CH:16][CH:15]=3)[N:8]=2)=[CH:26][N:25]=1, predict the reactants needed to synthesize it. The reactants are: FC(F)(F)S(O[C:7]1[C:11]([CH3:12])=[C:10]([NH2:13])[N:9]([C:14]2[CH:19]=[CH:18][CH:17]=[CH:16][CH:15]=2)[N:8]=1)(=O)=O.[CH3:22][O:23][C:24]1[N:29]=[CH:28][C:27](B(O)O)=[CH:26][N:25]=1.C([O-])([O-])=O.[K+].[K+].O.